From a dataset of Reaction yield outcomes from USPTO patents with 853,638 reactions. Predict the reaction yield, written as a fraction of the theoretical maximum amount of product (1.0 means a 100% yield; for example, 0.34 means a 34% yield). (1) The reactants are [F:1][C:2]1[CH:26]=[CH:25][C:5]([CH2:6][C:7]2[C:16]([O:17][CH3:18])=[CH:15][CH:14]=[C:13]3[C:8]=2[C:9](=[O:24])[N:10]([CH2:20][CH2:21][CH2:22][OH:23])[C:11](=[O:19])[NH:12]3)=[CH:4][CH:3]=1.CI.[C:29]([O-])([O-])=O.[K+].[K+]. The catalyst is CN(C=O)C.CC(=O)OCC.O. The product is [F:1][C:2]1[CH:3]=[CH:4][C:5]([CH2:6][C:7]2[C:16]([O:17][CH3:18])=[CH:15][CH:14]=[C:13]3[C:8]=2[C:9](=[O:24])[N:10]([CH2:20][CH2:21][CH2:22][OH:23])[C:11](=[O:19])[N:12]3[CH3:29])=[CH:25][CH:26]=1. The yield is 0.385. (2) The reactants are [F:1][C:2]1([F:56])[CH2:7][CH2:6][CH:5]([C:8]2[C:17]3[CH:16]([O:18][CH2:19][C:20]4[CH:25]=[CH:24][C:23]([O:26][CH3:27])=[CH:22][CH:21]=4)[CH2:15][C:14]([CH3:29])([CH3:28])[CH2:13][C:12]=3[N:11]=[C:10]([CH:30]3[CH2:35][CH2:34][N:33]([C:36]4[N:41]=[CH:40][C:39]([CH:42]=[O:43])=[CH:38][N:37]=4)[CH2:32][CH2:31]3)[C:9]=2[CH:44]([F:55])[C:45]2[CH:50]=[CH:49][C:48]([C:51]([F:54])([F:53])[F:52])=[CH:47][CH:46]=2)[CH2:4][CH2:3]1.[CH2:57]([Mg]Br)[CH:58]([CH3:60])[CH3:59].O1CCCC1.[Cl-].[NH4+]. The catalyst is O1CCCC1. The product is [F:56][C:2]1([F:1])[CH2:7][CH2:6][CH:5]([C:8]2[C:17]3[CH:16]([O:18][CH2:19][C:20]4[CH:21]=[CH:22][C:23]([O:26][CH3:27])=[CH:24][CH:25]=4)[CH2:15][C:14]([CH3:28])([CH3:29])[CH2:13][C:12]=3[N:11]=[C:10]([CH:30]3[CH2:31][CH2:32][N:33]([C:36]4[N:41]=[CH:40][C:39]([CH:42]([OH:43])[CH2:57][CH:58]([CH3:60])[CH3:59])=[CH:38][N:37]=4)[CH2:34][CH2:35]3)[C:9]=2[CH:44]([F:55])[C:45]2[CH:46]=[CH:47][C:48]([C:51]([F:53])([F:52])[F:54])=[CH:49][CH:50]=2)[CH2:4][CH2:3]1. The yield is 1.00. (3) The reactants are [NH2:1][C:2]1[N:6]([C:7]2[CH:8]=[C:9]([CH2:13][OH:14])[CH:10]=[CH:11][CH:12]=2)[N:5]=[C:4]([C:15]([CH3:18])([CH3:17])[CH3:16])[CH:3]=1.[OH-].[Na+].Cl[C:22]([O:24][CH2:25][C:26]([Cl:29])([Cl:28])[Cl:27])=[O:23]. The catalyst is CCOC(C)=O. The product is [Cl:27][C:26]([Cl:29])([Cl:28])[CH2:25][O:24][C:22](=[O:23])[NH:1][C:2]1[N:6]([C:7]2[CH:12]=[CH:11][CH:10]=[C:9]([CH2:13][OH:14])[CH:8]=2)[N:5]=[C:4]([C:15]([CH3:18])([CH3:17])[CH3:16])[CH:3]=1. The yield is 0.990. (4) The catalyst is C1C=CC(P(C2C=CC=CC=2)[C-]2C=CC=C2)=CC=1.C1C=CC(P(C2C=CC=CC=2)[C-]2C=CC=C2)=CC=1.Cl[Pd]Cl.[Fe+2].C(Cl)Cl.O. The product is [CH3:25][O:24][C:22]1[CH:21]=[N:20][C:19]([N:26]2[CH:30]=[N:29][C:28]([CH3:31])=[N:27]2)=[C:18]2[NH:17][CH:16]=[C:15]([C:13](=[O:14])[C:12]([N:6]3[CH2:5][CH2:4][C:3]4[C:8](=[CH:9][CH:10]=[CH:11][C:2]=4[C:33]4[CH:38]=[CH:37][CH:36]=[CH:35][CH:34]=4)[CH2:7]3)=[O:32])[C:23]=12. The yield is 0.483. The reactants are Br[C:2]1[CH:11]=[CH:10][CH:9]=[C:8]2[C:3]=1[CH2:4][CH2:5][N:6]([C:12](=[O:32])[C:13]([C:15]1[C:23]3[C:18](=[C:19]([N:26]4[CH:30]=[N:29][C:28]([CH3:31])=[N:27]4)[N:20]=[CH:21][C:22]=3[O:24][CH3:25])[NH:17][CH:16]=1)=[O:14])[CH2:7]2.[C:33]1(B(O)O)[CH:38]=[CH:37][CH:36]=[CH:35][CH:34]=1.C([O-])([O-])=O.[K+].[K+].O1CCOCC1. (5) The reactants are COC1C=CC(C[N:8]2[C:12]3=[N:13][CH:14]=[CH:15][C:16]([O:17][C:18]4[CH:23]=[CH:22][C:21]([N+:24]([O-:26])=[O:25])=[CH:20][C:19]=4[F:27])=[C:11]3[CH:10]=[N:9]2)=CC=1.C(O)(C(F)(F)F)=O. No catalyst specified. The product is [F:27][C:19]1[CH:20]=[C:21]([N+:24]([O-:26])=[O:25])[CH:22]=[CH:23][C:18]=1[O:17][C:16]1[CH:15]=[CH:14][N:13]=[C:12]2[NH:8][N:9]=[CH:10][C:11]=12. The yield is 0.970. (6) The reactants are [F:1][C:2]1[C:3]([O:24][CH3:25])=[C:4]([C:8]([CH3:23])([CH3:22])[CH2:9][C:10]([C:18]([F:21])([F:20])[F:19])([O:13][Si](C)(C)C)[CH2:11][OH:12])[CH:5]=[CH:6][CH:7]=1.[N+](CCCC)(CCCC)(CCCC)CCCC.[F-].O.O.O.O. The catalyst is C1COCC1. The product is [F:1][C:2]1[C:3]([O:24][CH3:25])=[C:4]([C:8]([CH3:23])([CH3:22])[CH2:9][C:10]([OH:13])([C:18]([F:21])([F:20])[F:19])[CH2:11][OH:12])[CH:5]=[CH:6][CH:7]=1. The yield is 0.814. (7) The reactants are [CH2:1]([O:3][C:4]([N:6]1[C:10]2=[N:11][CH:12]=[C:13]([Br:15])[CH:14]=[C:9]2[CH2:8][C:7]1=[O:16])=[O:5])[CH3:2].CCN(C(C)C)C(C)C.[O:26](S(C(F)(F)F)(=O)=O)[S:27]([C:30]([F:33])([F:32])[F:31])(=O)=[O:28]. The catalyst is C(Cl)Cl. The product is [CH2:1]([O:3][C:4]([N:6]1[C:10]2=[N:11][CH:12]=[C:13]([Br:15])[CH:14]=[C:9]2[CH:8]=[C:7]1[O:16][S:27]([C:30]([F:33])([F:32])[F:31])(=[O:28])=[O:26])=[O:5])[CH3:2]. The yield is 0.397. (8) The reactants are [C:1]1([S:7]([N:10]2[C:14]3=[N:15][CH:16]=[C:17]([C:19]([F:22])([F:21])[F:20])[CH:18]=[C:13]3[CH:12]=[C:11]2[C:23](OS(C2C=CC(C)=CC=2)(=O)=O)=[CH:24][CH:25]2[CH2:29][CH2:28][CH2:27][CH2:26]2)(=[O:9])=[O:8])[CH:6]=[CH:5][CH:4]=[CH:3][CH:2]=1.[CH3:41][S:42]([C:45]1[CH:50]=[CH:49][C:48](B(O)O)=[CH:47][CH:46]=1)(=[O:44])=[O:43].C(=O)([O-])[O-].[Na+].[Na+]. The catalyst is O1CCOCC1.C(OCC)(=O)C.Cl[Pd](Cl)([P](C1C=CC=CC=1)(C1C=CC=CC=1)C1C=CC=CC=1)[P](C1C=CC=CC=1)(C1C=CC=CC=1)C1C=CC=CC=1. The product is [C:1]1([S:7]([N:10]2[C:14]3=[N:15][CH:16]=[C:17]([C:19]([F:22])([F:21])[F:20])[CH:18]=[C:13]3[CH:12]=[C:11]2[C:23]([C:48]2[CH:49]=[CH:50][C:45]([S:42]([CH3:41])(=[O:44])=[O:43])=[CH:46][CH:47]=2)=[CH:24][CH:25]2[CH2:29][CH2:28][CH2:27][CH2:26]2)(=[O:9])=[O:8])[CH:2]=[CH:3][CH:4]=[CH:5][CH:6]=1. The yield is 0.930.